Task: Predict the product of the given reaction.. Dataset: Forward reaction prediction with 1.9M reactions from USPTO patents (1976-2016) (1) Given the reactants [OH:1][C:2]1[CH:9]=[CH:8][C:5]([CH:6]=[O:7])=[CH:4][C:3]=1[N+:10]([O-:12])=[O:11].CN(C=O)C.[H-].[Na+].Br[CH2:21][C:22]([O:24][CH2:25][CH3:26])=[O:23], predict the reaction product. The product is: [CH2:25]([O:24][C:22](=[O:23])[CH2:21][O:1][C:2]1[CH:9]=[CH:8][C:5]([CH:6]=[O:7])=[CH:4][C:3]=1[N+:10]([O-:12])=[O:11])[CH3:26]. (2) Given the reactants Br[C:2]1[CH:7]=[CH:6][C:5]([C:8]2[N:9]([C:24]3[CH:29]=[CH:28][C:27]([Cl:30])=[CH:26][CH:25]=3)[C:10](=[O:23])[C:11]3[CH:16]=[N:15][N:14]([C:17]4[CH:22]=[CH:21][CH:20]=[CH:19][CH:18]=4)[C:12]=3[N:13]=2)=[CH:4][CH:3]=1.[CH2:31]([O:35][CH:36]=[CH2:37])[CH2:32][CH2:33][CH3:34].C1(P(C2C=CC=CC=2)CCCP(C2C=CC=CC=2)C2C=CC=CC=2)C=CC=CC=1.C([O-])([O-])=O.[K+].[K+], predict the reaction product. The product is: [C:31]([C:2]1[CH:7]=[CH:6][C:5]([C:8]2[N:9]([C:24]3[CH:25]=[CH:26][C:27]([Cl:30])=[CH:28][CH:29]=3)[C:10](=[O:23])[C:11]3[CH:16]=[N:15][N:14]([C:17]4[CH:22]=[CH:21][CH:20]=[CH:19][CH:18]=4)[C:12]=3[N:13]=2)=[CH:4][CH:3]=1)(=[O:35])[CH3:32].[CH2:31]([O:35][CH:36]=[CH:37][C:2]1[CH:3]=[CH:4][C:5]([C:8]2[N:9]([C:24]3[CH:29]=[CH:28][C:27]([Cl:30])=[CH:26][CH:25]=3)[C:10](=[O:23])[C:11]3[CH:16]=[N:15][N:14]([C:17]4[CH:18]=[CH:19][CH:20]=[CH:21][CH:22]=4)[C:12]=3[N:13]=2)=[CH:6][CH:7]=1)[CH2:32][CH2:33][CH3:34]. (3) Given the reactants COC([N:5]1[C:13]2[C:8](=[C:9]([NH:14][C:15]([NH:17][CH:18]3[C:27]4[C:22](=[CH:23][CH:24]=[CH:25][CH:26]=4)[O:21][CH2:20][CH2:19]3)=[O:16])[CH:10]=[CH:11][CH:12]=2)[CH:7]=[N:6]1)=O.COC(N1C2C(=C(NC(NC3C4C(=CC(C(C)(C)C)=CC=4)OCC3)=O)C=CC=2)C=N1)=O, predict the reaction product. The product is: [O:21]1[C:22]2[C:27](=[CH:26][CH:25]=[CH:24][CH:23]=2)[CH:18]([NH:17][C:15]([NH:14][C:9]2[CH:10]=[CH:11][CH:12]=[C:13]3[C:8]=2[CH:7]=[N:6][NH:5]3)=[O:16])[CH2:19][CH2:20]1.